The task is: Regression/Classification. Given a drug SMILES string, predict its toxicity properties. Task type varies by dataset: regression for continuous values (e.g., LD50, hERG inhibition percentage) or binary classification for toxic/non-toxic outcomes (e.g., AMES mutagenicity, cardiotoxicity, hepatotoxicity). Dataset: herg_karim.. This data is from hERG potassium channel inhibition data for cardiac toxicity prediction from Karim et al.. (1) The compound is Cc1n[nH]c(=O)cc1-c1ccc(OC2CCN(C3CCC3)CC2)cc1. The result is 1 (blocker). (2) The compound is CC(C)NC[C@@H](C(=O)N1CCN(c2ncnc3c2[C@H](C)C[C@H]3O)CC1)c1ccc(Cl)cc1. The result is 0 (non-blocker). (3) The compound is CNCc1cc(C(N)=O)ccc1Oc1ccc(Cl)cc1Cl. The result is 1 (blocker). (4) The molecule is O=C(CNC(=O)c1cccc(C(F)(F)F)c1)NC1CN([C@H]2CC[C@@H](c3ccc4c(c3)OCO4)CC2)C1. The result is 1 (blocker). (5) The compound is c1cc(-c2cnn3cc(-c4ccc(OCCN5CCCCC5)cc4)cnc23)ccn1. The result is 0 (non-blocker). (6) The compound is N#Cc1ccc(Cn2cncc2C[N+]C2CCN(C(=O)c3cncc(Br)c3)C2=O)cc1. The result is 1 (blocker).